From a dataset of Acute oral toxicity (LD50) regression data from Zhu et al.. Regression/Classification. Given a drug SMILES string, predict its toxicity properties. Task type varies by dataset: regression for continuous values (e.g., LD50, hERG inhibition percentage) or binary classification for toxic/non-toxic outcomes (e.g., AMES mutagenicity, cardiotoxicity, hepatotoxicity). Dataset: ld50_zhu. (1) The molecule is COP(=S)(OC)SCC(=O)N(c1ccc(Cl)cc1)C(C)C. The rat oral LD50 is 2.89, given as -log10 of the dose in mol/kg body weight (higher means more acutely toxic). (2) The compound is CC(CN(C)C)CN1c2ccccc2Sc2ccccc21. The rat oral LD50 is 3.15, given as -log10 of the dose in mol/kg body weight (higher means more acutely toxic). (3) The compound is C=CC=O. The rat oral LD50 is 3.09, given as -log10 of the dose in mol/kg body weight (higher means more acutely toxic). (4) The compound is CCCCC(CC)CNCC(CC)CCCC. The rat oral LD50 is 2.17, given as -log10 of the dose in mol/kg body weight (higher means more acutely toxic).